This data is from Reaction yield outcomes from USPTO patents with 853,638 reactions. The task is: Predict the reaction yield, written as a fraction of the theoretical maximum amount of product (1.0 means a 100% yield; for example, 0.34 means a 34% yield). (1) The catalyst is C1(C)C=CC=CC=1.C(OCC)C. The reactants are [Cl:1][C:2]1[CH:7]=[CH:6][C:5]([S:8]([CH:11]([C:25]2[CH:30]=[C:29]([F:31])[CH:28]=[CH:27][C:26]=2[F:32])[CH2:12][CH2:13][N:14]([CH2:22][CH2:23]O)[C:15](=[O:21])[O:16][C:17]([CH3:20])([CH3:19])[CH3:18])(=[O:10])=[O:9])=[CH:4][CH:3]=1.C(C=P(CCCC)(CCCC)CCCC)#N. The yield is 0.740. The product is [Cl:1][C:2]1[CH:7]=[CH:6][C:5]([S:8]([C:11]2([C:25]3[CH:30]=[C:29]([F:31])[CH:28]=[CH:27][C:26]=3[F:32])[CH2:23][CH2:22][N:14]([C:15]([O:16][C:17]([CH3:18])([CH3:20])[CH3:19])=[O:21])[CH2:13][CH2:12]2)(=[O:9])=[O:10])=[CH:4][CH:3]=1. (2) The reactants are C(OC([N:8]1[CH2:13][CH:12]=[C:11]([C:14]2[C:19]([CH:20]3[CH2:23][N:22]([C:24]([C:26]4[NH:30][C:29]5[CH:31]=[CH:32][CH:33]=[CH:34][C:28]=5[N:27]=4)=[O:25])[CH2:21]3)=[N:18][CH:17]=[CH:16][N:15]=2)[CH2:10][CH2:9]1)=O)(C)(C)C.[ClH:35]. The catalyst is CO. The product is [ClH:35].[NH:27]1[C:28]2[CH:34]=[CH:33][CH:32]=[CH:31][C:29]=2[N:30]=[C:26]1[C:24]([N:22]1[CH2:21][CH:20]([C:19]2[C:14]([C:11]3[CH2:12][CH2:13][NH:8][CH2:9][CH:10]=3)=[N:15][CH:16]=[CH:17][N:18]=2)[CH2:23]1)=[O:25]. The yield is 1.00. (3) The reactants are [Cl:1][C:2]1[CH:3]=[CH:4][C:5]([NH2:24])=[C:6]2[C:10]=1[N:9]=[C:8]1[N:11]([C:16]3[CH:21]=[CH:20][C:19]([Cl:22])=[CH:18][C:17]=3[Cl:23])[CH2:12][CH2:13][CH2:14][CH2:15][N:7]21.[CH:25](=O)[CH3:26].[C:28](O[BH-](OC(=O)C)OC(=O)C)(=O)[CH3:29].[Na+]. The catalyst is CO.C(O)(=O)C. The product is [Cl:1][C:2]1[C:3]([CH2:25][CH3:26])=[C:4]([CH2:28][CH3:29])[C:5]([NH2:24])=[C:6]2[C:10]=1[N:9]=[C:8]1[N:11]([C:16]3[CH:21]=[CH:20][C:19]([Cl:22])=[CH:18][C:17]=3[Cl:23])[CH2:12][CH2:13][CH2:14][CH2:15][N:7]21. The yield is 0.240. (4) The reactants are C([Mg]Br)C=C.[Cl:6][C:7]1[C:12]([F:13])=[C:11]([C@H:14]([NH:18][S@@](C(C)(C)C)=O)[CH2:15][CH:16]=[CH2:17])[CH:10]=[CH:9][N:8]=1.ClC1[C:31](F)=[C:30]([C@@H:33](N[S@@](C(C)(C)C)=O)[CH2:34][CH:35]=[CH2:36])C=CN=1.Cl.[O:45]1[CH2:50]COCC1.C1C[O:54]CC1. The catalyst is CO. The product is [Cl:6][C:7]1[C:12]([F:13])=[C:11]([C@H:14]([NH:18][C:50](=[O:45])[O:54][C:31]2[CH:30]=[CH:33][CH:34]=[CH:35][CH:36]=2)[CH2:15][CH:16]=[CH2:17])[CH:10]=[CH:9][N:8]=1. The yield is 0.400. (5) The reactants are [CH2:1]([O:5][C:6]1[CH:11]=[CH:10][C:9]([S:12](Cl)(=[O:14])=[O:13])=[CH:8][CH:7]=1)[CH:2]([CH3:4])[CH3:3].[CH3:16][C:17]1[CH:21]=[C:20]([NH2:22])[N:19]([C:23]2[CH:32]=[CH:31][CH:30]=[C:29]3[C:24]=2[CH:25]=[CH:26][CH:27]=[N:28]3)[N:18]=1.C(=O)(O)[O-].[Na+]. The catalyst is CN(C)C1C=CN=CC=1.N1C=CC=CC=1. The product is [CH2:1]([O:5][C:6]1[CH:11]=[CH:10][C:9]([S:12]([NH:22][C:20]2[N:19]([C:23]3[CH:32]=[CH:31][CH:30]=[C:29]4[C:24]=3[CH:25]=[CH:26][CH:27]=[N:28]4)[N:18]=[C:17]([CH3:16])[CH:21]=2)(=[O:14])=[O:13])=[CH:8][CH:7]=1)[CH:2]([CH3:4])[CH3:3]. The yield is 0.430.